This data is from Full USPTO retrosynthesis dataset with 1.9M reactions from patents (1976-2016). The task is: Predict the reactants needed to synthesize the given product. Given the product [Nd:5].[C:14]([C:18]1[CH:19]=[CH:20][C:21]([C:22]([OH:24])=[O:23])=[CH:25][CH:26]=1)([CH3:17])([CH3:15])[CH3:16], predict the reactants needed to synthesize it. The reactants are: [N+]([O-])([O-])=O.[Nd+3:5].[N+]([O-])([O-])=O.[N+]([O-])([O-])=O.[C:14]([C:18]1[CH:26]=[CH:25][C:21]([C:22]([OH:24])=[O:23])=[CH:20][CH:19]=1)([CH3:17])([CH3:16])[CH3:15].C(N(CC)CC)C.